This data is from Catalyst prediction with 721,799 reactions and 888 catalyst types from USPTO. The task is: Predict which catalyst facilitates the given reaction. (1) Reactant: [CH2:1]([N:3]=[C:4]=[O:5])[CH3:2].[CH3:6][CH:7]1[CH2:11][CH2:10][CH2:9][N:8]1[CH2:12][CH2:13][CH2:14][O:15][C:16]1[CH:21]=[CH:20][C:19]([C:22]2[S:23][C:24]3[CH2:29][CH2:28][CH2:27][NH:26][C:25]=3[N:30]=2)=[CH:18][CH:17]=1.O.C(=O)([O-])[O-].[K+].[K+]. Product: [CH2:1]([NH:3][C:4]([N:26]1[CH2:27][CH2:28][CH2:29][C:24]2[S:23][C:22]([C:19]3[CH:18]=[CH:17][C:16]([O:15][CH2:14][CH2:13][CH2:12][N:8]4[CH2:9][CH2:10][CH2:11][CH:7]4[CH3:6])=[CH:21][CH:20]=3)=[N:30][C:25]1=2)=[O:5])[CH3:2]. The catalyst class is: 4. (2) Reactant: [C:1]([O:5][C:6]([N:8]1[CH2:12][CH2:11][C@H:10]([O:13][C:14]2[C:15]3[CH2:23][NH:22][CH2:21][CH2:20][C:16]=3[N:17]=[CH:18][N:19]=2)[CH2:9]1)=[O:7])([CH3:4])([CH3:3])[CH3:2].Br[C:25]1[CH:26]=[C:27]([C:33]([F:36])([F:35])[F:34])[C:28]([O:31][CH3:32])=[N:29][CH:30]=1.[C:37](=[O:40])([O-])[O-:38].[Cs+].[Cs+].CC(C1C=C(C(C)C)C(C2C=CC=CC=2P(C2CCCCC2)C2CCCCC2)=C(C(C)C)C=1)C. Product: [F:34][C:33]([F:36])([F:35])[C:37]([OH:38])=[O:40].[C:1]([O:5][C:6]([N:8]1[CH2:12][CH2:11][C@H:10]([O:13][C:14]2[C:15]3[CH2:23][N:22]([C:25]4[CH:30]=[N:29][C:28]([O:31][CH3:32])=[C:27]([C:33]([F:36])([F:35])[F:34])[CH:26]=4)[CH2:21][CH2:20][C:16]=3[N:17]=[CH:18][N:19]=2)[CH2:9]1)=[O:7])([CH3:4])([CH3:2])[CH3:3].[F:34][C:33]([F:36])([F:35])[C:37]([OH:38])=[O:40].[CH3:32][O:31][C:28]1[N:29]=[CH:30][C:25]([N:22]2[CH2:21][CH2:20][C:16]3[N:17]=[CH:18][N:19]=[C:14]([O:13][C@H:10]4[CH2:11][CH2:12][N:8]([C:6]([O:5][C:1]([CH3:4])([CH3:2])[CH3:3])=[O:7])[CH2:9]4)[C:15]=3[CH2:23]2)=[CH:26][C:27]=1[C:33]([F:36])([F:34])[F:35]. The catalyst class is: 102. (3) Product: [CH:1]([N:5]1[C:13]2[CH:12]=[C:11]([C:14]3[CH:19]=[N:18][C:17]([N:20]4[CH2:21][CH2:22][NH:23][CH2:24][CH2:25]4)=[CH:16][CH:15]=3)[CH:10]=[C:9]([C:33]([NH:34][CH2:35][C:36]3[C:37](=[O:43])[NH:38][N:39]([CH3:42])[C:40]=3[CH3:41])=[O:45])[C:8]=2[C:7]([CH3:46])=[CH:6]1)([CH2:3][CH3:4])[CH3:2]. The catalyst class is: 2. Reactant: [CH:1]([N:5]1[C:13]2[C:8](=[C:9]([C:33](=[O:45])[NH:34][CH2:35][C:36]3[C:37]([O:43]C)=[N:38][N:39]([CH3:42])[C:40]=3[CH3:41])[CH:10]=[C:11]([C:14]3[CH:15]=[CH:16][C:17]([N:20]4[CH2:25][CH2:24][N:23](C(OC(C)(C)C)=O)[CH2:22][CH2:21]4)=[N:18][CH:19]=3)[CH:12]=2)[C:7]([CH3:46])=[CH:6]1)([CH2:3][CH3:4])[CH3:2]. (4) Product: [F:23][C:10]1[CH:11]=[C:12]([N:15]2[CH2:19][C@H:18]([CH2:20][OH:21])[O:17][C:16]2=[O:22])[CH:13]=[CH:14][C:9]=1[OH:8]. Reactant: C([O:8][C:9]1[CH:14]=[CH:13][C:12]([N:15]2[CH2:19][C@H:18]([CH2:20][OH:21])[O:17][C:16]2=[O:22])=[CH:11][C:10]=1[F:23])C1C=CC=CC=1. The catalyst class is: 358. (5) Reactant: [F:1][C:2]1[CH:3]=[C:4]([C:12]([N:14](OC)C)=O)[CH:5]=[C:6]2[C:11]=1[N:10]=[CH:9][CH:8]=[CH:7]2.FC1C=C(C(O)=O)C=[C:23]2[C:28]=1[N:27]=C[CH:25]=[CH:24]2.F[P-](F)(F)(F)(F)F.N1(O[P+](N(C)C)(N(C)C)N(C)C)[C:43]2[CH:44]=[CH:45][CH:46]=[CH:47][C:42]=2N=N1.CCN(C(C)C)C(C)C.Cl.CN[O:71]C. Product: [F:1][C:2]1[CH:3]=[C:4]([CH:12]=[N:14][NH:27][C:28]([C@@H:23]2[CH2:24][C@H:25]2[C:42]2[CH:43]=[CH:44][CH:45]=[CH:46][CH:47]=2)=[O:71])[CH:5]=[C:6]2[C:11]=1[N:10]=[CH:9][CH:8]=[CH:7]2. The catalyst class is: 173. (6) Reactant: [NH2:1][C:2]1[CH:9]=[CH:8][C:5]([C:6]#[N:7])=[CH:4][C:3]=1[SH:10].Br[CH2:12][C:13]1[CH:18]=[CH:17][CH:16]=[CH:15][CH:14]=1.C([O-])([O-])=O.[K+].[K+]. Product: [NH2:1][C:2]1[CH:9]=[CH:8][C:5]([C:6]#[N:7])=[CH:4][C:3]=1[S:10][CH2:12][C:13]1[CH:18]=[CH:17][CH:16]=[CH:15][CH:14]=1. The catalyst class is: 3.